Dataset: Forward reaction prediction with 1.9M reactions from USPTO patents (1976-2016). Task: Predict the product of the given reaction. (1) Given the reactants [H-].[Na+].[CH3:3][C:4]1([CH3:27])[O:8][C@@H:7]([CH2:9][O:10][C:11]2[CH:16]=[CH:15][C:14]([C:17]([C:20]3[CH:25]=[CH:24][C:23]([OH:26])=[CH:22][CH:21]=3)([CH3:19])[CH3:18])=[CH:13][CH:12]=2)[CH2:6][O:5]1.CC1C=CC(S(O[CH2:39][C@@H:40]2[O:42][CH2:41]2)(=O)=O)=CC=1, predict the reaction product. The product is: [CH3:3][C:4]1([CH3:27])[O:8][C@@H:7]([CH2:9][O:10][C:11]2[CH:12]=[CH:13][C:14]([C:17]([C:20]3[CH:21]=[CH:22][C:23]([O:26][CH2:39][C@H:40]4[CH2:41][O:42]4)=[CH:24][CH:25]=3)([CH3:18])[CH3:19])=[CH:15][CH:16]=2)[CH2:6][O:5]1. (2) Given the reactants [Cl:1][C:2]1[CH:3]=[C:4]([C:10]2([C:32]([F:35])([F:34])[F:33])[O:14][N:13]=[C:12]([C:15]3[C:24]4[C:19](=[CH:20][CH:21]=[CH:22][CH:23]=4)[C:18]([C:25]([NH:27][CH2:28][CH2:29][S:30][CH3:31])=[O:26])=[CH:17][CH:16]=3)[CH2:11]2)[CH:5]=[C:6]([Cl:9])[C:7]=1[Cl:8].ClC1C=C(C2(C(F)(F)F)ON=C(C3C4C(=CC=CC=4)C(C(NCCSC)=O)=CC=3)C2)C=C(Cl)C=1.[F:70][C:71]([F:76])([F:75])[C:72]([NH2:74])=[O:73].C(OI(C1C=CC=CC=1)OC(=O)C)(=O)C, predict the reaction product. The product is: [Cl:1][C:2]1[CH:3]=[C:4]([C:10]2([C:32]([F:33])([F:34])[F:35])[O:14][N:13]=[C:12]([C:15]3[C:24]4[C:19](=[CH:20][CH:21]=[CH:22][CH:23]=4)[C:18]([C:25]([NH:27][CH2:28][CH2:29][S:30]([CH3:31])=[N:74][C:72](=[O:73])[C:71]([F:76])([F:75])[F:70])=[O:26])=[CH:17][CH:16]=3)[CH2:11]2)[CH:5]=[C:6]([Cl:9])[C:7]=1[Cl:8]. (3) Given the reactants [CH3:1][C:2]1[CH:7]=[C:6]([C:8]([CH3:10])=[O:9])[C:5]([OH:11])=[C:4]([N+:12]([O-:14])=[O:13])[CH:3]=1.[CH3:15][C:16]1[CH:17]=[C:18]([CH:21]=[CH:22][C:23]=1[O:24][CH2:25][C:26]1[CH:31]=[CH:30][CH:29]=[CH:28][CH:27]=1)[CH:19]=O, predict the reaction product. The product is: [CH2:25]([O:24][C:23]1[CH:22]=[CH:21][C:18](/[CH:19]=[CH:10]/[C:8]([C:6]2[CH:7]=[C:2]([CH3:1])[CH:3]=[C:4]([N+:12]([O-:14])=[O:13])[C:5]=2[OH:11])=[O:9])=[CH:17][C:16]=1[CH3:15])[C:26]1[CH:27]=[CH:28][CH:29]=[CH:30][CH:31]=1. (4) Given the reactants Cl[C:2]1[C:7]([N+:8]([O-:10])=[O:9])=[C:6]([Cl:11])[N:5]=[C:4]([S:12][CH2:13][CH2:14][CH3:15])[N:3]=1.[NH2:16][C@@H:17]1[CH2:21][C@H:20]([O:22][CH2:23][CH2:24][OH:25])[C@@H:19]([OH:26])[C@H:18]1[OH:27].C(N(CC)CC)C, predict the reaction product. The product is: [Cl:11][C:6]1[N:5]=[C:4]([S:12][CH2:13][CH2:14][CH3:15])[N:3]=[C:2]([NH:16][C@@H:17]2[CH2:21][C@H:20]([O:22][CH2:23][CH2:24][OH:25])[C@@H:19]([OH:26])[C@H:18]2[OH:27])[C:7]=1[N+:8]([O-:10])=[O:9]. (5) Given the reactants [C:1]([CH:9]([C:15](=O)[CH3:16])[C:10]([O:12][CH2:13][CH3:14])=[O:11])(=O)[C:2]1[CH:7]=[CH:6][N:5]=[CH:4][CH:3]=1.[NH2:18][NH2:19].C(=O)([O-])O.[Na+], predict the reaction product. The product is: [CH3:16][C:15]1[NH:19][N:18]=[C:1]([C:2]2[CH:7]=[CH:6][N:5]=[CH:4][CH:3]=2)[C:9]=1[C:10]([O:12][CH2:13][CH3:14])=[O:11].